From a dataset of Reaction yield outcomes from USPTO patents with 853,638 reactions. Predict the reaction yield, written as a fraction of the theoretical maximum amount of product (1.0 means a 100% yield; for example, 0.34 means a 34% yield). (1) The reactants are [Cl:1][C:2]1[CH:7]=[CH:6][C:5]([C:8]2[C:14]3[CH:15]=[C:16]([O:19][CH3:20])[CH:17]=[CH:18][C:13]=3[N:12]3[C:21]([CH3:24])=[N:22][N:23]=[C:11]3[C@H:10]([CH2:25][C:26](O)=[O:27])[N:9]=2)=[CH:4][CH:3]=1.[CH3:29][CH2:30][N:31](C(C)C)C(C)C.CN(C(ON1N=NC2C=CC=NC1=2)=[N+](C)C)C.F[P-](F)(F)(F)(F)F.C(N)C. The catalyst is C1COCC1. The product is [Cl:1][C:2]1[CH:7]=[CH:6][C:5]([C:8]2[C:14]3[CH:15]=[C:16]([O:19][CH3:20])[CH:17]=[CH:18][C:13]=3[N:12]3[C:21]([CH3:24])=[N:22][N:23]=[C:11]3[C@H:10]([CH2:25][C:26]([NH:31][CH2:30][CH3:29])=[O:27])[N:9]=2)=[CH:4][CH:3]=1. The yield is 0.470. (2) The reactants are [Cl:1][C:2]1[C:7]2[C:8](=[O:22])[N:9]([CH2:11][C:12]3[CH:17]=[CH:16][C:15]([O:18][CH3:19])=[CH:14][C:13]=3[O:20][CH3:21])[CH2:10][C:6]=2[C:5]([F:23])=[C:4](Cl)[N:3]=1.[NH:25]1[CH2:29][CH2:28][C@H:27]([NH:30][C:31](=[O:37])[O:32][C:33]([CH3:36])([CH3:35])[CH3:34])[CH2:26]1. The catalyst is C(#N)C. The product is [Cl:1][C:2]1[C:7]2[C:8](=[O:22])[N:9]([CH2:11][C:12]3[CH:17]=[CH:16][C:15]([O:18][CH3:19])=[CH:14][C:13]=3[O:20][CH3:21])[CH2:10][C:6]=2[C:5]([F:23])=[C:4]([N:25]2[CH2:29][CH2:28][C@H:27]([NH:30][C:31](=[O:37])[O:32][C:33]([CH3:35])([CH3:34])[CH3:36])[CH2:26]2)[N:3]=1. The yield is 0.558. (3) The reactants are [CH3:1][C@@:2]1([OH:22])[C@H:6]([OH:7])[C@@H:5]([CH2:8][OH:9])[O:4][C@H:3]1[N:10]1[C:14]2[N:15]=[CH:16][N:17]=[C:18]([NH2:19])[C:13]=2[C:12]([C:20]#[CH:21])=[CH:11]1.[H][H]. The catalyst is C1COCC1.[Pd].CC([O-])=O.CC([O-])=O.[Pb+2]. The product is [CH3:1][C@@:2]1([OH:22])[C@H:6]([OH:7])[C@@H:5]([CH2:8][OH:9])[O:4][C@H:3]1[N:10]1[C:14]2[N:15]=[CH:16][N:17]=[C:18]([NH2:19])[C:13]=2[C:12]([CH:20]=[CH2:21])=[CH:11]1. The yield is 0.750. (4) The reactants are [C-:1]#[N:2].[Na+].[NH2:4][C:5]1[CH:10]=[CH:9][C:8]([CH3:11])=[CH:7][CH:6]=1.[C:12]1(=O)[CH2:17][CH2:16][CH2:15][CH2:14][CH2:13]1.C(OCC)(=O)C. The catalyst is C(O)(=O)C. The product is [CH3:11][C:8]1[CH:9]=[CH:10][C:5]([NH:4][C:12]2([C:1]#[N:2])[CH2:17][CH2:16][CH2:15][CH2:14][CH2:13]2)=[CH:6][CH:7]=1. The yield is 0.930. (5) The catalyst is C(OCC)(=O)C. The yield is 0.660. The reactants are [CH2:1]([C:5]1[N:6]=[C:7]([CH3:27])[NH:8][C:9](=[O:26])[C:10]=1[CH2:11][C:12]1[CH:17]=[CH:16][C:15]([C:18]2[C:19]([C:24]#[N:25])=[CH:20][CH:21]=[CH:22][CH:23]=2)=[CH:14][CH:13]=1)[CH2:2][CH2:3][CH3:4].C(=O)([O-])[O-].[K+].[K+].Cl[CH2:35][C:36]1[N:37]=[C:38]([C:41]2[CH:46]=[CH:45][CH:44]=[CH:43][CH:42]=2)[S:39][CH:40]=1.CN(C)C=O. The product is [CH2:1]([C:5]1[N:6]=[C:7]([CH3:27])[N:8]([CH2:35][C:36]2[N:37]=[C:38]([C:41]3[CH:42]=[CH:43][CH:44]=[CH:45][CH:46]=3)[S:39][CH:40]=2)[C:9](=[O:26])[C:10]=1[CH2:11][C:12]1[CH:17]=[CH:16][C:15]([C:18]2[C:19]([C:24]#[N:25])=[CH:20][CH:21]=[CH:22][CH:23]=2)=[CH:14][CH:13]=1)[CH2:2][CH2:3][CH3:4]. (6) The reactants are [C:1]([C:5]1[C:13]2[C:8](=[CH:9][CH:10]=[C:11]([N+:14]([O-])=O)[CH:12]=2)[NH:7][CH:6]=1)([CH3:4])([CH3:3])[CH3:2]. The catalyst is CO.[Ni]. The product is [C:1]([C:5]1[C:13]2[C:8](=[CH:9][CH:10]=[C:11]([NH2:14])[CH:12]=2)[NH:7][CH:6]=1)([CH3:4])([CH3:2])[CH3:3]. The yield is 0.190. (7) The reactants are Br[C:2]1[CH:3]=[C:4]([C:8]2[CH:13]=[CH:12][CH:11]=[C:10]([C:14]3[C:19]4[S:20][C:21]5[CH:26]=[CH:25][CH:24]=[CH:23][C:22]=5[C:18]=4[CH:17]=[CH:16][CH:15]=3)[CH:9]=2)[CH:5]=[CH:6][CH:7]=1.C([Li])CCC.[B:32](OC)([O:35]C)[O:33]C.Cl. The catalyst is C(OCC)(=O)C.O.O1CCCC1.CCCCCC. The product is [CH:17]1[C:18]2[C:22]3[CH:23]=[CH:24][CH:25]=[CH:26][C:21]=3[S:20][C:19]=2[C:14]([C:10]2[CH:9]=[C:8]([C:4]3[CH:5]=[CH:6][CH:7]=[C:2]([B:32]([OH:35])[OH:33])[CH:3]=3)[CH:13]=[CH:12][CH:11]=2)=[CH:15][CH:16]=1. The yield is 0.400.